Dataset: Forward reaction prediction with 1.9M reactions from USPTO patents (1976-2016). Task: Predict the product of the given reaction. (1) Given the reactants [C:1]([CH:5]([CH:8]=O)[CH:6]=O)([CH3:4])([CH3:3])[CH3:2].[CH3:10][NH:11][C:12](=[O:17])[CH2:13][N+:14]([O-:16])=[O:15].N1CCCC1, predict the reaction product. The product is: [C:1]([C:5]1[CH:6]=[C:13]([N+:14]([O-:16])=[O:15])[C:12](=[O:17])[N:11]([CH3:10])[CH:8]=1)([CH3:2])([CH3:3])[CH3:4]. (2) Given the reactants O.[CH3:2][CH:3]([CH2:5][N:6]1[C:10]2[C:11]3[CH:12]=[CH:13][CH:14]=[CH:15][C:16]=3[N:17]=[C:18]([NH2:19])[C:9]=2[N:8]=[CH:7]1)[CH3:4].[ClH:20], predict the reaction product. The product is: [CH3:4][CH:3]([CH2:5][N:6]1[C:10]2[C:11]3[C:16]([N:17]=[C:18]([NH2:19])[C:9]=2[N:8]=[CH:7]1)=[CH:15][CH:14]=[CH:13][CH:12]=3)[CH3:2].[ClH:20]. (3) Given the reactants C(=O)([O-])[O-].[Na+].[Na+].[Br:7][C:8]1[CH:9]=[C:10]2[C:15](=[CH:16][CH:17]=1)[CH2:14][N:13](C(=O)C(F)(F)F)[CH2:12][CH2:11]2.[Br:24][C:25]1[CH:26]=[CH:27][CH:28]=[C:29]2[C:34]=1[CH2:33][N:32](C(=O)C(F)(F)F)[CH2:31][CH2:30]2, predict the reaction product. The product is: [Br:24][C:25]1[CH:26]=[CH:27][CH:28]=[C:29]2[C:34]=1[CH2:33][NH:32][CH2:31][CH2:30]2.[Br:7][C:8]1[CH:9]=[C:10]2[C:15](=[CH:16][CH:17]=1)[CH2:14][NH:13][CH2:12][CH2:11]2. (4) Given the reactants [F:1][C:2]1[C:3]([N+:28]([O-:30])=[O:29])=[C:4]([N:8]=P(C2C=CC=CC=2)(C2C=CC=CC=2)C2C=CC=CC=2)[CH:5]=[CH:6][CH:7]=1.C(O)(C(F)(F)F)=O, predict the reaction product. The product is: [F:1][C:2]1[C:3]([N+:28]([O-:30])=[O:29])=[C:4]([NH2:8])[CH:5]=[CH:6][CH:7]=1. (5) Given the reactants [CH3:1][CH2:2][O:3][C:4]([C:6]1[CH:11]([C:12]2[CH:13]=[CH:14][CH:15]=[CH:16][C:17]=2[Cl:18])[C:10]([C:19]([O:21][CH3:22])=[O:20])=[C:9]([CH3:23])[NH:8][C:7]=1[CH2:24][O:25][CH2:26][CH2:27][NH2:28])=[O:5].C1C=CC(S(O)(=O)=O)=CC=1.O.[OH-].[Na+], predict the reaction product. The product is: [CH3:1][CH2:2][O:3][C:4]([C:6]1[CH:11]([C:12]2[C:17]([Cl:18])=[CH:16][CH:15]=[CH:14][CH:13]=2)[C:10]([C:19]([O:21][CH3:22])=[O:20])=[C:9]([CH3:23])[NH:8][C:7]=1[CH2:24][O:25][CH2:26][CH2:27][NH2:28])=[O:5]. (6) Given the reactants Br[C:2]1[C:7]([Cl:8])=[CH:6][C:5]([OH:9])=[C:4]([O:10][C:11]2[CH:16]=[CH:15][C:14]([Cl:17])=[CH:13][C:12]=2[Cl:18])[CH:3]=1.[S:19]1[CH:23]=[CH:22][C:21](B(O)O)=[CH:20]1.C(=O)([O-])[O-].[Na+].[Na+].C1(C)C=CC=CC=1P(C1C=CC=CC=1C)C1C=CC=CC=1C, predict the reaction product. The product is: [Cl:8][C:7]1[C:2]([C:21]2[CH:22]=[CH:23][S:19][CH:20]=2)=[CH:3][C:4]([O:10][C:11]2[CH:16]=[CH:15][C:14]([Cl:17])=[CH:13][C:12]=2[Cl:18])=[C:5]([OH:9])[CH:6]=1. (7) Given the reactants Br[CH2:2][C:3]1[CH:8]=[CH:7][CH:6]=[C:5]([N+:9]([O-:11])=[O:10])[CH:4]=1.C1(P(C2C=CC=CC=2)C2C=CC=CC=2)C=CC=CC=1.CC(C)([O-])C.[K+].[CH:37]([C:39]1[N:40]=[C:41]([NH:44][C:45](=[O:47])[CH3:46])[S:42][CH:43]=1)=O.Cl, predict the reaction product. The product is: [N+:9]([C:5]1[CH:4]=[C:3]([CH:2]=[CH:37][C:39]2[N:40]=[C:41]([NH:44][C:45](=[O:47])[CH3:46])[S:42][CH:43]=2)[CH:8]=[CH:7][CH:6]=1)([O-:11])=[O:10]. (8) Given the reactants O=[O+][O-].[C:4]12[CH2:10][C:7](=[CH:8][CH:9]=1)[C:6]1[CH:11]=[CH:12][CH:13]=[CH:14][C:5]2=1.[CH2:15]([NH2:22])[C:16]1[CH:21]=[CH:20][CH:19]=[CH:18][CH:17]=1.C(O)=O.[H][H], predict the reaction product. The product is: [CH2:15]([N:22]1[CH2:9][CH:4]2[CH2:10][CH:7]([C:6]3[CH:11]=[CH:12][CH:13]=[CH:14][C:5]=32)[CH2:8]1)[C:16]1[CH:21]=[CH:20][CH:19]=[CH:18][CH:17]=1. (9) Given the reactants [CH3:1][C@H:2]1[CH2:7][NH:6][CH2:5][CH2:4][N:3]1[C:8]([C:10]1[CH:11]=[N:12][C:13]([CH3:16])=[CH:14][CH:15]=1)=[O:9].[F:17][C:18]([F:31])([F:30])[O:19][C:20]1[CH:25]=[CH:24][C:23]([S:26](Cl)(=[O:28])=[O:27])=[CH:22][CH:21]=1.CCN(C(C)C)C(C)C, predict the reaction product. The product is: [CH3:1][C@H:2]1[CH2:7][N:6]([S:26]([C:23]2[CH:22]=[CH:21][C:20]([O:19][C:18]([F:17])([F:30])[F:31])=[CH:25][CH:24]=2)(=[O:28])=[O:27])[CH2:5][CH2:4][N:3]1[C:8]([C:10]1[CH:11]=[N:12][C:13]([CH3:16])=[CH:14][CH:15]=1)=[O:9].